From a dataset of Experimentally validated miRNA-target interactions with 360,000+ pairs, plus equal number of negative samples. Binary Classification. Given a miRNA mature sequence and a target amino acid sequence, predict their likelihood of interaction. (1) The miRNA is hsa-miR-379-3p with sequence UAUGUAACAUGGUCCACUAACU. The protein sequence of the target gene is MSGAGVAAGTRPPSSPTPGSRRRRQRPSVGVQSLRPQSPQLRQSDPQKRNLDLEKSLQFLQQQHSEMLAKLHEEIEHLKRENKDLRYKLIMNQTSQKKDGPSGNHLSRASAPLGARWVCINGVWVEPGGPSPARLKEGSSRTHRPGGKHGRLAGGSADTVRSPADSLSTSSFQSVKSISNSGKARPQPGSFNKQDSKADVPQKADLEEEPLLHNSKLDKVPGVQGQARKEKAEASNAGAACMGNSQHQGRQMGAAAHPPMILPLPLRKPTTLRQCEVLIRELWNTNLLQTQELQHLKSLL.... Result: 1 (interaction). (2) The miRNA is hsa-miR-20a-5p with sequence UAAAGUGCUUAUAGUGCAGGUAG. The protein sequence of the target gene is MSGDKLLSELGYKLGRTIGEGSYSKVKVATSKKYKGTVAIKVVDRRRAPPDFVNKFLPRELSILRGVRHPHIVHVFEFIEVCNGKLYIVMEAAATDLLQAVQRNGRIPGVQARDLFAQIAGAVRYLHDHHLVHRDLKCENVLLSPDERRVKLTDFGFGRQAHGYPDLSTTYCGSAAYASPEVLLGIPYDPKKYDVWSMGVVLYVMVTGCMPFDDSDIAGLPRRQKRGVLYPEGLELSERCKALIAELLQFSPSARPSAGQVARNCWLRAGDSG. Result: 0 (no interaction). (3) The miRNA is hsa-miR-6128 with sequence ACUGGAAUUGGAGUCAAAA. The protein sequence of the target gene is MTKLGFLRLSYEKQDTLLKLLILSMAAVLSFSTRLFAVLRFESVIHEFDPYFNYRTTRFLAEEGFYKFHNWFDDRAWYPLGRIIGGTIYPGLMITSAAIYHVLHFFHITIDIRNVCVFLAPLFSSFTTIVTYHLTKELKDAGAGLLAAAMIAVVPGYISRSVAGSYDNEGIAIFCMLLTYYMWIKAVKTGSIYWAAKCALAYFYMVSSWGGYVFLINLIPLHVLVLMLTGRFSHRIYVAYCTVYCLGTILSMQISFVGFQPVLSSEHMAAFGVFGLCQIHAFVDYLRSKLNPQQFEVLFR.... Result: 0 (no interaction). (4) Result: 0 (no interaction). The protein sequence of the target gene is MEIKHLLFLVAAACLLPMLSMKKKSARDQFNKLVTDLPNVQEEIVNIHNALRRRVVPPASNMLKMSWSEEAAQNARIFSKYCDMTESNPLERRLPNTFCGENMHMTSYPVSWSSVIGVWYSESTSFKHGEWTTTDDDITTDHYTQIVWATSYLIGCAIASCRQQGSPRYLYVCHYCHEGNDPETKNEPYKTGVPCEACPSNCEDKLCTNPCIYYDEYFDCDIQVHYLGCNHSTTILFCKATCLCDTEIK. The miRNA is hsa-miR-2467-5p with sequence UGAGGCUCUGUUAGCCUUGGCUC.